Task: Binary Classification. Given a T-cell receptor sequence (or CDR3 region) and an epitope sequence, predict whether binding occurs between them.. Dataset: TCR-epitope binding with 47,182 pairs between 192 epitopes and 23,139 TCRs (1) Result: 0 (the TCR does not bind to the epitope). The TCR CDR3 sequence is CASSRLSSGGADTQYF. The epitope is ALSKGVHFV. (2) The epitope is TSDLATNNLVVMAY. The TCR CDR3 sequence is CASSLSDSGNTIYF. Result: 1 (the TCR binds to the epitope). (3) The epitope is RPHERNGFTVL. The TCR CDR3 sequence is CASSWTGPPGEQFF. Result: 0 (the TCR does not bind to the epitope). (4) The epitope is QECVRGTTVL. The TCR CDR3 sequence is CASTAPGGGTEAFF. Result: 0 (the TCR does not bind to the epitope). (5) The epitope is KLWAQCVQL. The TCR CDR3 sequence is CASSRTFRSQHF. Result: 1 (the TCR binds to the epitope). (6) The epitope is YLQPRTFLL. The TCR CDR3 sequence is CASSQTSDFYEQYF. Result: 0 (the TCR does not bind to the epitope).